From a dataset of Full USPTO retrosynthesis dataset with 1.9M reactions from patents (1976-2016). Predict the reactants needed to synthesize the given product. (1) The reactants are: O[CH2:2][CH2:3][C:4]1[CH:5]=[CH:6][C:7]2[N:12]([CH3:13])[CH2:11][CH2:10][N:9]([C:14]([O:16][C:17]([CH3:20])([CH3:19])[CH3:18])=[O:15])[C:8]=2[N:21]=1.C1(P(C2C=CC=CC=2)C2C=CC=CC=2)C=CC=CC=1.N1C=CN=C1.[I:46]I. Given the product [I:46][CH2:2][CH2:3][C:4]1[CH:5]=[CH:6][C:7]2[N:12]([CH3:13])[CH2:11][CH2:10][N:9]([C:14]([O:16][C:17]([CH3:20])([CH3:19])[CH3:18])=[O:15])[C:8]=2[N:21]=1, predict the reactants needed to synthesize it. (2) Given the product [NH2:19][CH2:22][C@@H:23]1[O:27][C:26](=[O:28])[N:25]([C:29]2[CH:34]=[CH:33][C:32]([S:35]([CH2:37][CH2:38][F:39])=[O:36])=[C:31]([F:40])[CH:30]=2)[CH2:24]1, predict the reactants needed to synthesize it. The reactants are: NC[C@@H]1OC(=O)N(C2C=CC(S(C)=O)=C(F)C=2)C1.[N:19]([CH2:22][C@H:23]1[O:27][C:26](=[O:28])[N:25]([C:29]2[CH:34]=[CH:33][C:32]([S:35]([CH2:37][CH2:38][F:39])=[O:36])=[C:31]([F:40])[CH:30]=2)[CH2:24]1)=[N+]=[N-].C1(P(C2C=CC=CC=2)C2C=CC=CC=2)C=CC=CC=1. (3) Given the product [CH2:36]([NH:40][CH2:34][C@@H:10]1[CH2:9][NH:8][CH2:12][C@H:11]1[CH2:13][N:14]([CH:31]([CH3:33])[CH3:32])[C:15](=[O:30])[C:16]1[CH:21]=[CH:20][C:19]([O:22][CH3:23])=[C:18]([O:24][CH2:25][CH2:26][CH2:27][O:28][CH3:29])[CH:17]=1)[CH:37]([CH3:39])[CH3:38], predict the reactants needed to synthesize it. The reactants are: C(OC([N:8]1[CH2:12][C@@H:11]([CH2:13][N:14]([CH:31]([CH3:33])[CH3:32])[C:15](=[O:30])[C:16]2[CH:21]=[CH:20][C:19]([O:22][CH3:23])=[C:18]([O:24][CH2:25][CH2:26][CH2:27][O:28][CH3:29])[CH:17]=2)[C@H:10]([CH:34]=O)[CH2:9]1)=O)(C)(C)C.[CH2:36]([NH2:40])[CH:37]([CH3:39])[CH3:38].[BH4-].[Na+]. (4) Given the product [F:1][C:2]1[CH:7]=[C:6]([O:8][CH2:9][C:10]2[CH:15]=[CH:14][C:13]([CH2:16][N:17]([CH2:26][CH2:27][C:28]3[CH:29]=[CH:30][C:31]([F:34])=[CH:32][CH:33]=3)[C:18]3[S:19][CH:20]=[C:21]([CH:23]([CH3:24])[CH3:25])[N:22]=3)=[CH:12][CH:11]=2)[CH:5]=[CH:4][C:3]=1[CH2:35][CH2:36][C:37]([OH:39])=[O:38], predict the reactants needed to synthesize it. The reactants are: [F:1][C:2]1[CH:7]=[C:6]([O:8][CH2:9][C:10]2[CH:15]=[CH:14][C:13]([CH2:16][N:17]([CH2:26][CH2:27][C:28]3[CH:33]=[CH:32][C:31]([F:34])=[CH:30][CH:29]=3)[C:18]3[S:19][CH:20]=[C:21]([CH:23]([CH3:25])[CH3:24])[N:22]=3)=[CH:12][CH:11]=2)[CH:5]=[CH:4][C:3]=1[CH2:35][CH2:36][C:37]([O:39]CC)=[O:38].[OH-].[Na+].Cl. (5) Given the product [Cl:10][C:11]1[S:15][C:14]([C:16]2[N:17]=[C:25]([OH:26])[C:21]3[CH2:22][S:23][CH2:24][C:20]=3[N:18]=2)=[CH:13][CH:12]=1, predict the reactants needed to synthesize it. The reactants are: CCN(C(C)C)C(C)C.[Cl:10][C:11]1[S:15][C:14]([C:16](=[NH:18])[NH2:17])=[CH:13][CH:12]=1.O=[C:20]1[CH2:24][S:23][CH2:22][CH:21]1[C:25](OC)=[O:26]. (6) The reactants are: C([Sn](CCCC)(CCCC)[C:6]1[CH:11]=[CH:10][N:9]=[CH:8][CH:7]=1)CCC.[CH2:20]([O:22][C:23](=[O:47])[C@H:24]([CH2:32][C:33]1[CH:38]=[CH:37][CH:36]=[C:35]([O:39][C:40]2[CH:45]=[CH:44][CH:43]=[C:42](Br)[CH:41]=2)[CH:34]=1)[NH:25][C:26](=[O:31])[C:27]([F:30])([F:29])[F:28])[CH3:21].C(OCC)(=O)C. Given the product [CH2:20]([O:22][C:23](=[O:47])[C@H:24]([CH2:32][C:33]1[CH:38]=[CH:37][CH:36]=[C:35]([O:39][C:40]2[CH:41]=[CH:42][CH:43]=[C:44]([C:6]3[CH:7]=[CH:8][N:9]=[CH:10][CH:11]=3)[CH:45]=2)[CH:34]=1)[NH:25][C:26](=[O:31])[C:27]([F:29])([F:30])[F:28])[CH3:21], predict the reactants needed to synthesize it. (7) Given the product [Cl:23][C:24]1[CH:25]=[C:26]([C:34]2[O:36][N:58]=[C:39]([C:40]3[CH:49]=[CH:48][CH:47]=[C:46]4[C:41]=3[CH:42]=[CH:43][N:44]=[C:45]4[CH2:50][CH2:51][CH2:52][C:53]([O:55][CH2:56][CH3:57])=[O:54])[N:38]=2)[CH:27]=[N:28][C:29]=1[O:30][CH:31]([CH3:32])[CH3:33], predict the reactants needed to synthesize it. The reactants are: Cl.C(N=C=NCCCN(C)C)C.OC1C2N=NNC=2C=CC=1.[Cl:23][C:24]1[CH:25]=[C:26]([C:34]([OH:36])=O)[CH:27]=[N:28][C:29]=1[O:30][CH:31]([CH3:33])[CH3:32].O[NH:38][C:39](=[NH:58])[C:40]1[CH:49]=[CH:48][CH:47]=[C:46]2[C:41]=1[CH:42]=[CH:43][N:44]=[C:45]2[CH2:50][CH2:51][CH2:52][C:53]([O:55][CH2:56][CH3:57])=[O:54].[F-].C([N+](CCCC)(CCCC)CCCC)CCC.